From a dataset of Catalyst prediction with 721,799 reactions and 888 catalyst types from USPTO. Predict which catalyst facilitates the given reaction. (1) Reactant: [H-].[Na+].[CH2:3]([O:5][C:6](=[O:22])[C:7]([OH:21])=[CH:8][C:9]([C:11]1[C:19]2[C:14](=[CH:15][CH:16]=[C:17]([Cl:20])[CH:18]=2)[NH:13][CH:12]=1)=[O:10])[CH3:4].[C:23]1([S:29](Cl)(=[O:31])=[O:30])[CH:28]=[CH:27][CH:26]=[CH:25][CH:24]=1.CN(C=O)C. Product: [CH2:3]([O:5][C:6](=[O:22])[C:7]([OH:21])=[CH:8][C:9]([C:11]1[C:19]2[C:14](=[CH:15][CH:16]=[C:17]([Cl:20])[CH:18]=2)[N:13]([S:29]([C:23]2[CH:28]=[CH:27][CH:26]=[CH:25][CH:24]=2)(=[O:31])=[O:30])[CH:12]=1)=[O:10])[CH3:4]. The catalyst class is: 1. (2) Reactant: [OH-].[Na+].[CH2:3]([O:5][C:6]1[CH:29]=[CH:28][CH:27]=[CH:26][C:7]=1[O:8][C@@H:9]1[CH2:14][CH2:13][CH2:12][N:11]([C:15]2[CH:25]=[CH:24][C:18]([C:19]([O:21]CC)=[O:20])=[CH:17][N:16]=2)[CH2:10]1)[CH3:4]. Product: [CH2:3]([O:5][C:6]1[CH:29]=[CH:28][CH:27]=[CH:26][C:7]=1[O:8][C@@H:9]1[CH2:14][CH2:13][CH2:12][N:11]([C:15]2[CH:25]=[CH:24][C:18]([C:19]([OH:21])=[O:20])=[CH:17][N:16]=2)[CH2:10]1)[CH3:4]. The catalyst class is: 30. (3) Reactant: [CH3:1][O:2][C:3]1[C:12]([O:13][CH3:14])=[C:11]2[C:6]([C:7]([NH:15][C@H:16]3[CH2:20][CH2:19][O:18][CH2:17]3)=[N:8][CH:9]=[N:10]2)=[CH:5][CH:4]=1.[H-].[Na+].[CH2:23](Br)[C:24]1[CH:29]=[CH:28][CH:27]=[CH:26][CH:25]=1. Product: [CH2:23]([N:15]([C@H:16]1[CH2:20][CH2:19][O:18][CH2:17]1)[C:7]1[C:6]2[C:11](=[C:12]([O:13][CH3:14])[C:3]([O:2][CH3:1])=[CH:4][CH:5]=2)[N:10]=[CH:9][N:8]=1)[C:24]1[CH:29]=[CH:28][CH:27]=[CH:26][CH:25]=1. The catalyst class is: 1. (4) Reactant: [F-:1].[Cs+].[CH3:3][O:4][C:5](=[O:16])[C:6]1[CH:11]=[CH:10][CH:9]=[C:8]([N+:12]([O-:14])=[O:13])[C:7]=1Cl.O. Product: [CH3:3][O:4][C:5](=[O:16])[C:6]1[CH:11]=[CH:10][CH:9]=[C:8]([N+:12]([O-:14])=[O:13])[C:7]=1[F:1]. The catalyst class is: 16. (5) Reactant: [S:1]1[C:5]2=[CH:6][CH:7]=[CH:8][C:9]([S:10]([NH:13][C:14]3[CH:22]=[CH:21][C:17]([C:18]([OH:20])=[O:19])=[CH:16][CH:15]=3)(=[O:12])=[O:11])=[C:4]2[N:3]=C1.O.NN. Product: [NH2:3][C:4]1[C:5]([SH:1])=[CH:6][CH:7]=[CH:8][C:9]=1[S:10]([NH:13][C:14]1[CH:22]=[CH:21][C:17]([C:18]([OH:20])=[O:19])=[CH:16][CH:15]=1)(=[O:11])=[O:12]. The catalyst class is: 14. (6) Reactant: [Cl:1][C:2]1[CH:27]=[CH:26][C:5]([C:6]([NH:8][CH2:9][C:10]2[CH:15]=[CH:14][C:13]([S:16]([N:19]3[CH2:24][CH2:23][C:22](=O)[CH2:21][CH2:20]3)(=[O:18])=[O:17])=[CH:12][CH:11]=2)=[O:7])=[CH:4][CH:3]=1.[CH2:28]([NH2:34])[CH2:29][CH2:30][CH2:31][CH2:32][CH3:33]. Product: [Cl:1][C:2]1[CH:27]=[CH:26][C:5]([C:6]([NH:8][CH2:9][C:10]2[CH:15]=[CH:14][C:13]([S:16]([N:19]3[CH2:24][CH2:23][CH:22]([NH:34][CH2:28][CH2:29][CH2:30][CH2:31][CH2:32][CH3:33])[CH2:21][CH2:20]3)(=[O:18])=[O:17])=[CH:12][CH:11]=2)=[O:7])=[CH:4][CH:3]=1. The catalyst class is: 36.